Task: Predict which catalyst facilitates the given reaction.. Dataset: Catalyst prediction with 721,799 reactions and 888 catalyst types from USPTO (1) The catalyst class is: 8. Reactant: [N:1]1[C:10]2[C:5](=[N:6][CH:7]=[CH:8][CH:9]=2)[CH:4]=[CH:3][C:2]=1[CH:11]=[O:12].[BH4-].[Na+]. Product: [N:1]1[C:10]2[C:5](=[N:6][CH:7]=[CH:8][CH:9]=2)[CH:4]=[CH:3][C:2]=1[CH2:11][OH:12]. (2) Reactant: [OH-].[Na+].[F:3][C:4]1([F:20])[CH2:8][N:7]([C:9]([O:11][C:12]([CH3:15])([CH3:14])[CH3:13])=[O:10])[C@H:6]([C:16]([O:18]C)=[O:17])[CH2:5]1.Cl. Product: [C:12]([O:11][C:9]([N:7]1[CH2:8][C:4]([F:20])([F:3])[CH2:5][C@H:6]1[C:16]([OH:18])=[O:17])=[O:10])([CH3:15])([CH3:13])[CH3:14]. The catalyst class is: 5. (3) Reactant: BrC1C=C(CO)C(O)=C(C)C=1OC.[CH2:14]([C:18]1[C:19]([OH:29])=[C:20]([C:23]([CH3:28])=[CH:24][C:25]=1[O:26][CH3:27])[CH:21]=[O:22])[CH2:15][CH2:16][CH3:17].[BH4-].[Na+]. Product: [CH2:14]([C:18]1[C:25]([O:26][CH3:27])=[CH:24][C:23]([CH3:28])=[C:20]([CH2:21][OH:22])[C:19]=1[OH:29])[CH2:15][CH2:16][CH3:17]. The catalyst class is: 1. (4) Reactant: [OH:1][C:2]1[C:3]([O:20][CH3:21])=[C:4]([C:10]2[CH:18]=[CH:17][CH:16]=[C:15]3[C:11]=2[CH2:12][CH2:13][C:14]3=[O:19])[CH:5]=[CH:6][C:7]=1[O:8][CH3:9].C(=O)([O-])[O-].[K+].[K+].Br[CH2:29][C:30]1([CH2:34][OH:35])[CH2:33][O:32][CH2:31]1. Product: [OH:35][CH2:34][C:30]1([CH2:29][O:1][C:2]2[C:3]([O:20][CH3:21])=[C:4]([C:10]3[CH:18]=[CH:17][CH:16]=[C:15]4[C:11]=3[CH2:12][CH2:13][C:14]4=[O:19])[CH:5]=[CH:6][C:7]=2[O:8][CH3:9])[CH2:33][O:32][CH2:31]1. The catalyst class is: 10. (5) Reactant: Br[C:2]1[N:6](S(C2C=NC=CC=2)(=O)=O)[CH:5]=[C:4]([CH2:16][N:17]([CH3:25])[C:18](=[O:24])[O:19][C:20]([CH3:23])([CH3:22])[CH3:21])[CH:3]=1.[F:26][C:27]1[CH:32]=[C:31]([F:33])[CH:30]=[CH:29][C:28]=1B(O)O.C(=O)([O-])[O-].[Na+].[Na+]. Product: [F:26][C:27]1[CH:32]=[C:31]([F:33])[CH:30]=[CH:29][C:28]=1[C:2]1[NH:6][CH:5]=[C:4]([CH2:16][N:17]([CH3:25])[C:18](=[O:24])[O:19][C:20]([CH3:21])([CH3:22])[CH3:23])[CH:3]=1. The catalyst class is: 73. (6) Reactant: F[C:2]1[CH:3]=[C:4]([CH:8]=[CH:9][C:10]=1[S:11]([CH3:14])(=[O:13])=[O:12])[C:5]([OH:7])=[O:6].[H-].[Na+].[CH3:17][OH:18].Cl. Product: [CH3:17][O:18][C:2]1[CH:3]=[C:4]([CH:8]=[CH:9][C:10]=1[S:11]([CH3:14])(=[O:13])=[O:12])[C:5]([OH:7])=[O:6]. The catalyst class is: 329. (7) Reactant: CC1C=CC(S(O[CH2:12][C@H:13]2[O:18][C@@:17]3([C:26]4[C:21](=[CH:22][C:23]([Cl:37])=[C:24]([CH2:27][C:28]5[CH:33]=[CH:32][C:31]([CH:34]([CH3:36])[CH3:35])=[CH:30][CH:29]=5)[CH:25]=4)[CH2:20][O:19]3)[C@H:16]([OH:38])[C@@H:15]([OH:39])[C@@H:14]2[OH:40])(=O)=O)=CC=1.[CH3:41][N:42](Cl)[CH3:43].CCN(CC)CC. Product: [Cl:37][C:23]1[CH:22]=[C:21]2[C:26](=[CH:25][C:24]=1[CH2:27][C:28]1[CH:33]=[CH:32][C:31]([CH:34]([CH3:36])[CH3:35])=[CH:30][CH:29]=1)[C@:17]1([C@H:16]([OH:38])[C@@H:15]([OH:39])[C@H:14]([OH:40])[C@@H:13]([CH2:12][N:42]([CH3:43])[CH3:41])[O:18]1)[O:19][CH2:20]2. The catalyst class is: 18. (8) Reactant: FC(F)(F)C(O)=O.[Br:8][C:9]1[CH:14]=[CH:13][N:12]=[C:11]2[NH:15][C:16]([CH2:18][C:19]([OH:21])=O)=[CH:17][C:10]=12.[CH3:22][N:23](C(ON1N=NC2C=CC=CC1=2)=[N+](C)C)C.[B-](F)(F)(F)F.C(N(CC)C(C)C)(C)C.CN. Product: [Br:8][C:9]1[CH:14]=[CH:13][N:12]=[C:11]2[NH:15][C:16]([CH2:18][C:19]([NH:23][CH3:22])=[O:21])=[CH:17][C:10]=12. The catalyst class is: 34.